This data is from NCI-60 drug combinations with 297,098 pairs across 59 cell lines. The task is: Regression. Given two drug SMILES strings and cell line genomic features, predict the synergy score measuring deviation from expected non-interaction effect. (1) Drug 1: C1CCN(CC1)CCOC2=CC=C(C=C2)C(=O)C3=C(SC4=C3C=CC(=C4)O)C5=CC=C(C=C5)O. Drug 2: CN1C(=O)N2C=NC(=C2N=N1)C(=O)N. Cell line: SNB-75. Synergy scores: CSS=-1.13, Synergy_ZIP=0.654, Synergy_Bliss=-0.421, Synergy_Loewe=-4.81, Synergy_HSA=-3.77. (2) Drug 1: CCC(=C(C1=CC=CC=C1)C2=CC=C(C=C2)OCCN(C)C)C3=CC=CC=C3.C(C(=O)O)C(CC(=O)O)(C(=O)O)O. Drug 2: C#CCC(CC1=CN=C2C(=N1)C(=NC(=N2)N)N)C3=CC=C(C=C3)C(=O)NC(CCC(=O)O)C(=O)O. Cell line: DU-145. Synergy scores: CSS=54.1, Synergy_ZIP=5.18, Synergy_Bliss=-6.64, Synergy_Loewe=47.8, Synergy_HSA=-5.16. (3) Drug 1: CC12CCC(CC1=CCC3C2CCC4(C3CC=C4C5=CN=CC=C5)C)O. Drug 2: CC12CCC3C(C1CCC2OP(=O)(O)O)CCC4=C3C=CC(=C4)OC(=O)N(CCCl)CCCl.[Na+]. Cell line: HCC-2998. Synergy scores: CSS=-2.71, Synergy_ZIP=-2.12, Synergy_Bliss=-4.72, Synergy_Loewe=-12.7, Synergy_HSA=-7.83.